From a dataset of Experimentally validated miRNA-target interactions with 360,000+ pairs, plus equal number of negative samples. Binary Classification. Given a miRNA mature sequence and a target amino acid sequence, predict their likelihood of interaction. (1) The miRNA is hsa-miR-4674 with sequence CUGGGCUCGGGACGCGCGGCU. The protein sequence of the target gene is MAMEMRLPVARKPLSERLGRDTKKHLVVPGDTITTDTGFMRGHGTYMGEEKLIASVAGSVERVNKLICVKALKTRYIGEVGDIVVGRITEVQQKRWKVETNSRLDSVLLLSSMNLPGGELRRRSAEDELAMRGFLQEGDLISAEVQAVFSDGAVSLHTRSLKYGKLGQGVLVQVSPSLVKRQKTHFHDLPCGASVILGNNGFIWIYPTPEHKEEEAGGFIANLEPVSLADREVISRLRNCIISLVTQRMMLYDTSILYCYEASLPHQIKDILKPEIMEEIVMETRQRLLEQEG. Result: 1 (interaction). (2) The miRNA is mmu-miR-346-3p with sequence AGGCAGGGGCUGGGCCUGCAGC. The protein sequence of the target gene is MAQGRERDEGPHSAGGASLSVRWVQGFPKQNVHFVNDNTICYPCGNYVIFINIETKKKTVLQCSNGIVGVMATNIPCEVVAFSDRKLKPLIYVYSFPGLTRRTKLKGNILLDYTLLSFSYCGTYLASYSSLPEFELALWNWESSIILCKKSQPGMDVNQMSFNPMNWRQLCLSSPSTVSVWTIERSNQEHCFRARSVKLPLEDGSFFNETDVVFPQSLPKDLIYGPVLPLSAIAGLVGKEAETFRPKDDLYPLLHPTMHCWTPTSDLYIGCEEGHLLMINGDTLQVTVLNKIEEESPLDR.... Result: 0 (no interaction). (3) The miRNA is hsa-miR-1264 with sequence CAAGUCUUAUUUGAGCACCUGUU. The protein sequence of the target gene is MGSRPPCGATSSARRACQFPAPMAAAREPELPQEAPATEPAPPPACRFFLEGRCRFGARCRQPHPGAPAPPGREAQPEAGAKKPPLRTAADVIQRIRWDPRLDPADFSVGYVDRFLGVREEPFSAFCWDQPLAALGPGVLAVPQHRVRFFRFHGRLVWDRASRTDLVFGSGSAAGRGPTILDAPNTEGAHGAEGAEWTLAGTGQEAQAAPKRGSTRPLCTGHQEPGVEEPGELEAAQERALGTAADLGTLAPRGRLAGVTEEALKPTAATRTTLLGGKEAQALGVPGGSAETTEAEWGPA.... Result: 0 (no interaction). (4) The miRNA is hsa-miR-4735-3p with sequence AAAGGUGCUCAAAUUAGACAU. The protein sequence of the target gene is MMPSESGAERRDRAAAQVGTAAATAVATAAPAGGGPDPEALSAFPGRHLSGLSWPQVKRLDALLSEPIPIHGRGNFPTLSVQPRQIVQVVRSTLEEQGLHVHSVRLHGSAASHVLHPESGLGYKDLDLVFRVDLRSEASFQLTKAVVLACLLDFLPAGVSRAKITPLTLKEAYVQKLVKVCTDSDRWSLISLSNKSGKNVELKFVDSVRRQFEFSIDSFQIILDSLLLFGQCSSTPMSEAFHPTVTGESLYGDFTEALEHLRHRVIATRSPEEIRGGGLLKYCHLLVRGFRPRPSTDVRA.... Result: 0 (no interaction). (5) The protein sequence of the target gene is MVFTQAPAEIMGHLRIRSLLARQCLAEFLGVFVLMLLTQGAVAQAVTSGETKGNFFTMFLAGSLAVTIAIYVGGNVSGAHLNPAFSLAMCIVGRLPWVKLPIYILVQLLSAFCASGATYVLYHDALQNYTGGNLTVTGPKETASIFATYPAPYLSLNNGFLDQVLGTGMLIVGLLAILDRRNKGVPAGLEPVVVGMLILALGLSMGANCGIPLNPARDLGPRLFTYVAGWGPEVFSAGNGWWWVPVVAPLVGATVGTATYQLLVALHHPEGPEPAQDLVSAQHKASELETPASAQMLECK.... Result: 0 (no interaction). The miRNA is mmu-miR-3473c with sequence UCUCUCCAGCCCCCAUAAUAAG. (6) The miRNA is hsa-miR-1229-3p with sequence CUCUCACCACUGCCCUCCCACAG. The protein sequence of the target gene is MPQTPPFSAMFDSSGYNRNLYQSAEDSCGGLYYHDNNLLSGSLEALIQHLVPNVDYYPDRTYIFTFLLSSRLFMHPYELMAKVCHLCVEHQRLSEGDGDKNQMRKIAPKILQLLTEWTETFPYDFRDERMMRNLKDLAHRMASGEEQTYRKNVQQMMQCLIRKLAALSQYEEVLAKLSSTATDRLTVLKTKPQSIQRDIMTVCSDPYTLAQQLTHIELERLNYIGPEEFVQAFVQKDPLDNDKSCYSERKKTRNLEAYVEWFNRLSYLVATEICMPVKKKHRARMIEYFIDVARECFNIG.... Result: 0 (no interaction).